Dataset: Forward reaction prediction with 1.9M reactions from USPTO patents (1976-2016). Task: Predict the product of the given reaction. Given the reactants [CH2:1]([O:3][C:4](=[O:16])[CH2:5][C:6]1[CH:11]=[CH:10][C:9](Br)=[C:8]([N+:13]([O-:15])=[O:14])[CH:7]=1)[CH3:2].[C:17]1(B(O)O)[CH:22]=[CH:21][CH:20]=[CH:19][CH:18]=1.C(=O)([O-])[O-].[Cs+].[Cs+], predict the reaction product. The product is: [N+:13]([C:8]1[CH:7]=[C:6]([CH2:5][C:4]([O:3][CH2:1][CH3:2])=[O:16])[CH:11]=[CH:10][C:9]=1[C:17]1[CH:22]=[CH:21][CH:20]=[CH:19][CH:18]=1)([O-:15])=[O:14].